The task is: Predict the product of the given reaction.. This data is from Forward reaction prediction with 1.9M reactions from USPTO patents (1976-2016). (1) Given the reactants [C:1]([O:5][C:6]([N:8]1[CH2:14][CH2:13][CH2:12][NH:11][CH2:10][CH2:9]1)=[O:7])([CH3:4])([CH3:3])[CH3:2].[C:15]1(=O)[CH2:18][CH2:17][CH2:16]1.C(O[BH-](OC(=O)C)OC(=O)C)(=O)C.[Na+].[OH-].[Na+], predict the reaction product. The product is: [C:1]([O:5][C:6]([N:8]1[CH2:14][CH2:13][CH2:12][N:11]([CH:15]2[CH2:18][CH2:17][CH2:16]2)[CH2:10][CH2:9]1)=[O:7])([CH3:4])([CH3:2])[CH3:3]. (2) Given the reactants FC(F)(F)C(O)=O.[I:8][C:9]1[CH:14]=[CH:13][C:12]([C:15]2([NH:18]C(=O)OC(C)(C)C)[CH2:17][CH2:16]2)=[CH:11][CH:10]=1.C(=O)([O-])[O-].[K+].[K+], predict the reaction product. The product is: [I:8][C:9]1[CH:10]=[CH:11][C:12]([C:15]2([NH2:18])[CH2:16][CH2:17]2)=[CH:13][CH:14]=1. (3) Given the reactants [CH2:1]([NH:5][C:6]1[CH:7]=[CH:8][C:9]2[N:10]([C:12](B(O)O)=[CH:13][N:14]=2)[N:11]=1)[CH2:2][CH2:3][CH3:4].Br[C:19]1[N:20]=[CH:21][NH:22][CH:23]=1.P([O-])([O-])([O-])=O.[K+].[K+].[K+].COCCOC, predict the reaction product. The product is: [CH2:1]([NH:5][C:6]1[CH:7]=[CH:8][C:9]2[N:10]([C:12]([C:19]3[N:20]=[CH:21][NH:22][CH:23]=3)=[CH:13][N:14]=2)[N:11]=1)[CH2:2][CH2:3][CH3:4]. (4) Given the reactants C[O:2][C:3]([CH:5]1[CH2:12][CH2:11][C:10]2([C:14]3[NH:22][C:21]4[C:20](=[O:23])[N:19]([CH2:24][CH2:25][CH3:26])[C:18](=[O:27])[N:17]([CH2:28][CH2:29][CH3:30])[C:16]=4[N:15]=3)[O:13][CH:6]1[CH2:7][CH2:8][CH2:9]2)=[O:4].[Li+].[OH-], predict the reaction product. The product is: [O:27]=[C:18]1[N:17]([CH2:28][CH2:29][CH3:30])[C:16]2[N:15]=[C:14]([C:10]34[O:13][CH:6]([CH2:7][CH2:8][CH2:9]3)[CH:5]([C:3]([OH:4])=[O:2])[CH2:12][CH2:11]4)[NH:22][C:21]=2[C:20](=[O:23])[N:19]1[CH2:24][CH2:25][CH3:26]. (5) Given the reactants [CH:1]([C:3]1[N:8]=[CH:7][C:6]([NH:9][C:10]2[N:15]=[C:14]([C:16]3[CH:17]=[CH:18][C:19]([O:24][CH:25]4[CH2:30][CH2:29][O:28][CH2:27][CH2:26]4)=[C:20]([CH:23]=3)[C:21]#[N:22])[CH:13]=[CH:12][N:11]=2)=[CH:5][CH:4]=1)=O.OCC1N=CC(NC2N=C(C3C=C[C:49](OC4CCOCC4)=[C:50](C=3)[C:51]#[N:52])C=CN=2)=CC=1, predict the reaction product. The product is: [N:52]1([CH2:1][C:3]2[N:8]=[CH:7][C:6]([NH:9][C:10]3[N:15]=[C:14]([C:16]4[CH:17]=[CH:18][C:19]([O:24][CH:25]5[CH2:30][CH2:29][O:28][CH2:27][CH2:26]5)=[C:20]([CH:23]=4)[C:21]#[N:22])[CH:13]=[CH:12][N:11]=3)=[CH:5][CH:4]=2)[CH2:49][CH2:50][CH2:51]1. (6) Given the reactants C(OP([CH:9]([CH2:15][C:16]([O:18][C:19]([CH3:22])([CH3:21])[CH3:20])=[O:17])[C:10]([O:12][CH2:13][CH3:14])=[O:11])(OCC)=O)C.[H-].[Na+].[F:25][C:26]1[CH:27]=[C:28]([CH:31]=[CH:32][CH:33]=1)[CH:29]=O, predict the reaction product. The product is: [F:25][C:26]1[CH:27]=[C:28]([CH:31]=[CH:32][CH:33]=1)/[CH:29]=[C:9](\[CH2:15][C:16]([O:18][C:19]([CH3:20])([CH3:21])[CH3:22])=[O:17])/[C:10]([O:12][CH2:13][CH3:14])=[O:11]. (7) Given the reactants [F:1][C:2]1[CH:7]=[CH:6][CH:5]=[C:4]([S:8]([CH3:11])(=[O:10])=[O:9])[C:3]=1F.[NH2:13][C:14]1[CH:18]=[CH:17][N:16]([CH2:19][CH3:20])[N:15]=1.Cl[C:22]1[C:31]2[C:26](=[CH:27][CH:28]=[C:29]([OH:32])[CH:30]=2)[N:25]=[CH:24][N:23]=1, predict the reaction product. The product is: [F:1][C:2]1[CH:7]=[CH:6][CH:5]=[C:4]([S:8]([CH3:11])(=[O:10])=[O:9])[C:3]=1[O:32][C:29]1[CH:30]=[C:31]2[C:26](=[CH:27][CH:28]=1)[N:25]=[CH:24][N:23]=[C:22]2[NH:13][C:14]1[CH:18]=[CH:17][N:16]([CH2:19][CH3:20])[N:15]=1. (8) The product is: [Br:1][C:2]1[N:11]=[C:10]([C:12]2[NH:13][C:23]([CH2:22][C:19]3[CH:20]=[CH:21][C:16]([F:15])=[CH:17][CH:18]=3)=[N:25][N:26]=2)[C:9]([OH:14])=[C:8]2[C:3]=1[CH:4]=[CH:5][CH:6]=[N:7]2. Given the reactants [Br:1][C:2]1[N:11]=[C:10]([C:12]#[N:13])[C:9]([OH:14])=[C:8]2[C:3]=1[CH:4]=[CH:5][CH:6]=[N:7]2.[F:15][C:16]1[CH:21]=[CH:20][C:19]([CH2:22][C:23]([NH:25][NH2:26])=O)=[CH:18][CH:17]=1.O1CCOCC1, predict the reaction product. (9) Given the reactants [CH3:1][C:2]1([CH2:7][CH2:8][CH2:9][C:10]23[CH2:17][CH2:16][C:13]([C:18]([O:20]C)=[O:19])([CH2:14][CH2:15]2)[CH2:12][CH2:11]3)[O:6][CH2:5][CH2:4][O:3]1.CO.[OH-].[K+].Cl, predict the reaction product. The product is: [CH3:1][C:2]1([CH2:7][CH2:8][CH2:9][C:10]23[CH2:11][CH2:12][C:13]([C:18]([OH:20])=[O:19])([CH2:16][CH2:17]2)[CH2:14][CH2:15]3)[O:6][CH2:5][CH2:4][O:3]1.